Dataset: Reaction yield outcomes from USPTO patents with 853,638 reactions. Task: Predict the reaction yield, written as a fraction of the theoretical maximum amount of product (1.0 means a 100% yield; for example, 0.34 means a 34% yield). (1) The reactants are Br[C:2]1[C:3]([Cl:13])=[C:4]([N+:10]([O-:12])=[O:11])[CH:5]=[C:6]([F:9])[C:7]=1[Cl:8].[OH-:14].[Na+].[CH3:16][O-].[Na+]. The catalyst is CO. The product is [Cl:13][C:3]1[C:2]([O:14][CH3:16])=[C:7]([Cl:8])[C:6]([F:9])=[CH:5][C:4]=1[N+:10]([O-:12])=[O:11]. The yield is 0.738. (2) The reactants are [CH3:1][C:2]1[CH:3]=[C:4]([CH:9]=[CH:10][C:11]=1[NH2:12])[C:5]([O:7][CH3:8])=[O:6].[C:13]([O-:16])(=O)[CH3:14].[K+].C(OC(=O)C)(=O)C.C1OCCOCCOCCOCCOCCOC1.CCCCCO[N:49]=O. The product is [C:13]([N:12]1[C:11]2[C:2](=[CH:3][C:4]([C:5]([O:7][CH3:8])=[O:6])=[CH:9][CH:10]=2)[CH:1]=[N:49]1)(=[O:16])[CH3:14]. The catalyst is C(Cl)(Cl)Cl. The yield is 0.470. (3) The reactants are C[O:2][C:3]([C:5]1[CH:10]=[C:9]([CH3:11])[C:8]([Br:12])=[CH:7][N:6]=1)=O.[CH3:13][NH2:14]. The catalyst is [Al](C)(C)C. The product is [CH3:13][NH:14][C:3]([C:5]1[CH:10]=[C:9]([CH3:11])[C:8]([Br:12])=[CH:7][N:6]=1)=[O:2]. The yield is 0.650. (4) The reactants are Br[C:2]1[CH:20]=[CH:19][C:5]([O:6][C:7]([CH3:18])([CH3:17])[CH2:8][O:9][Si:10]([C:13]([CH3:16])([CH3:15])[CH3:14])([CH3:12])[CH3:11])=[CH:4][CH:3]=1.[CH3:21][C:22]1([CH3:38])[C:26]([CH3:28])([CH3:27])[O:25][B:24]([B:24]2[O:25][C:26]([CH3:28])([CH3:27])[C:22]([CH3:38])([CH3:21])[O:23]2)[O:23]1.C([O-])(=O)C.[K+]. The catalyst is CN(C)C=O.C(OCC)(=O)C.C1C=CC(P(C2C=CC=CC=2)[C-]2C=CC=C2)=CC=1.C1C=CC(P(C2C=CC=CC=2)[C-]2C=CC=C2)=CC=1.Cl[Pd]Cl.[Fe+2]. The product is [C:13]([Si:10]([CH3:12])([CH3:11])[O:9][CH2:8][C:7]([CH3:18])([O:6][C:5]1[CH:19]=[CH:20][C:2]([B:24]2[O:25][C:26]([CH3:28])([CH3:27])[C:22]([CH3:38])([CH3:21])[O:23]2)=[CH:3][CH:4]=1)[CH3:17])([CH3:16])([CH3:15])[CH3:14]. The yield is 0.710. (5) The product is [CH3:8][C:6]1[CH:7]=[C:2]([CH3:1])[N:3]=[C:4]([CH2:9][OH:14])[CH:5]=1. No catalyst specified. The yield is 0.500. The reactants are [CH3:1][C:2]1[CH:7]=[C:6]([CH3:8])[CH:5]=[C:4]([CH3:9])[N+:3]=1[O-].FC(F)(F)C(OC(=O)C(F)(F)F)=[O:14].